Dataset: CYP1A2 inhibition data for predicting drug metabolism from PubChem BioAssay. Task: Regression/Classification. Given a drug SMILES string, predict its absorption, distribution, metabolism, or excretion properties. Task type varies by dataset: regression for continuous measurements (e.g., permeability, clearance, half-life) or binary classification for categorical outcomes (e.g., BBB penetration, CYP inhibition). Dataset: cyp1a2_veith. (1) The compound is C#CCCCO/N=C1/C[C@@H](O)[C@@H](O)[C@@H]2[C@@H]3C(=O)N(C[C@@H]4CCCO4)C(=O)[C@H]3CC[C@@H]12. The result is 0 (non-inhibitor). (2) The drug is C=C(C)C#C[C@@](O)(C(=O)OC1CCN(C)CC1)c1ccccc1. The result is 0 (non-inhibitor). (3) The molecule is CCOc1cc(/C=N/NC(=O)c2cc(C)[nH]n2)ccc1OC(=O)c1ccc([N+](=O)[O-])cc1. The result is 0 (non-inhibitor).